Dataset: Merck oncology drug combination screen with 23,052 pairs across 39 cell lines. Task: Regression. Given two drug SMILES strings and cell line genomic features, predict the synergy score measuring deviation from expected non-interaction effect. (1) Synergy scores: synergy=3.24. Drug 1: CN1C(=O)C=CC2(C)C3CCC4(C)C(NC(=O)OCC(F)(F)F)CCC4C3CCC12. Cell line: SW837. Drug 2: COc1cccc2c1C(=O)c1c(O)c3c(c(O)c1C2=O)CC(O)(C(=O)CO)CC3OC1CC(N)C(O)C(C)O1. (2) Drug 1: CCc1c2c(nc3ccc(O)cc13)-c1cc3c(c(=O)n1C2)COC(=O)C3(O)CC. Synergy scores: synergy=-9.05. Cell line: A2780. Drug 2: CCc1cnn2c(NCc3ccc[n+]([O-])c3)cc(N3CCCCC3CCO)nc12. (3) Drug 1: CC(C)CC(NC(=O)C(Cc1ccccc1)NC(=O)c1cnccn1)B(O)O. Drug 2: CNC(=O)c1cc(Oc2ccc(NC(=O)Nc3ccc(Cl)c(C(F)(F)F)c3)cc2)ccn1. Cell line: T47D. Synergy scores: synergy=-6.75. (4) Drug 1: CC(C)CC(NC(=O)C(Cc1ccccc1)NC(=O)c1cnccn1)B(O)O. Drug 2: COC1=C2CC(C)CC(OC)C(O)C(C)C=C(C)C(OC(N)=O)C(OC)C=CC=C(C)C(=O)NC(=CC1=O)C2=O. Cell line: UACC62. Synergy scores: synergy=-45.5.